Dataset: Reaction yield outcomes from USPTO patents with 853,638 reactions. Task: Predict the reaction yield, written as a fraction of the theoretical maximum amount of product (1.0 means a 100% yield; for example, 0.34 means a 34% yield). (1) The reactants are N(C(OC(C)C)=O)=NC(OC(C)C)=O.[C:15]([N:34]1[CH:38]=[CH:37][N:36]=[C:35]1[CH2:39][CH2:40][OH:41])([C:28]1[CH:33]=[CH:32][CH:31]=[CH:30][CH:29]=1)([C:22]1[CH:27]=[CH:26][CH:25]=[CH:24][CH:23]=1)[C:16]1[CH:21]=[CH:20][CH:19]=[CH:18][CH:17]=1.O[C:43]1[C:44]([I:53])=[N:45][CH:46]=[C:47]([CH:52]=1)[C:48]([O:50][CH3:51])=[O:49].C1(P(C2C=CC=CC=2)C2C=CC=CC=2)C=CC=CC=1.O1CCCC1. The catalyst is O. The product is [I:53][C:44]1[C:43]([O:41][CH2:40][CH2:39][C:35]2[N:34]([C:15]([C:28]3[CH:29]=[CH:30][CH:31]=[CH:32][CH:33]=3)([C:22]3[CH:23]=[CH:24][CH:25]=[CH:26][CH:27]=3)[C:16]3[CH:21]=[CH:20][CH:19]=[CH:18][CH:17]=3)[CH:38]=[CH:37][N:36]=2)=[CH:52][C:47]([C:48]([O:50][CH3:51])=[O:49])=[CH:46][N:45]=1. The yield is 0.440. (2) No catalyst specified. The product is [CH3:1][C:2]1[C:6]([CH2:7][N:8]2[CH:12]=[C:11]([N:13]3[C:17](=[O:18])[CH2:16][N:15]([CH2:22][C:23]4[CH:30]=[CH:29][CH:28]=[CH:27][C:24]=4[C:25]#[N:26])[C:14]3=[O:19])[CH:10]=[N:9]2)=[C:5]([CH3:20])[O:4][N:3]=1. The yield is 0.270. The reactants are [CH3:1][C:2]1[C:6]([CH2:7][N:8]2[CH:12]=[C:11]([N:13]3[C:17](=[O:18])[CH2:16][NH:15][C:14]3=[O:19])[CH:10]=[N:9]2)=[C:5]([CH3:20])[O:4][N:3]=1.Br[CH2:22][C:23]1[CH:30]=[CH:29][CH:28]=[CH:27][C:24]=1[C:25]#[N:26].